From a dataset of Forward reaction prediction with 1.9M reactions from USPTO patents (1976-2016). Predict the product of the given reaction. (1) Given the reactants C(OC([N:8]1[CH2:13][CH2:12][CH:11]([CH2:14][NH:15][CH3:16])[CH2:10][CH2:9]1)=O)(C)(C)C.[C:17]([C:19]1[CH:24]=[C:23]([Cl:25])[CH:22]=[CH:21][N:20]=1)#[N:18].C(=O)([O-])[O-].[K+].[K+], predict the reaction product. The product is: [ClH:25].[CH3:16][N:15]([CH2:14][CH:11]1[CH2:12][CH2:13][NH:8][CH2:9][CH2:10]1)[C:23]1[CH:22]=[CH:21][N:20]=[C:19]([C:17]#[N:18])[CH:24]=1. (2) Given the reactants [Cl-:1].[Al+3].[Cl-].[Cl-].[H-].[Al+3].[Li+].[H-].[H-].[H-].[N:11]([CH2:14][CH:15]([C:17]1[C:26]2[C:21](=[CH:22][CH:23]=[C:24]([O:27][CH3:28])[CH:25]=2)[CH:20]=[CH:19][CH:18]=1)[F:16])=[N+]=[N-].[OH-].[Na+], predict the reaction product. The product is: [ClH:1].[F:16][CH:15]([C:17]1[C:26]2[C:21](=[CH:22][CH:23]=[C:24]([O:27][CH3:28])[CH:25]=2)[CH:20]=[CH:19][CH:18]=1)[CH2:14][NH2:11]. (3) Given the reactants [CH3:1][C:2]1[N:3]([CH:14]2[CH2:19][CH2:18][O:17][CH2:16][CH2:15]2)[C:4]([C:7]2[CH:12]=[CH:11][N:10]=[C:9]([NH2:13])[N:8]=2)=[CH:5][N:6]=1.Br[C:21]1[CH:26]=[CH:25][C:24]([S:27]([N:30]2[CH2:33][CH2:32][CH2:31]2)(=[O:29])=[O:28])=[CH:23][CH:22]=1.C([O-])([O-])=O.[Cs+].[Cs+].CC(C1C=C(C(C)C)C(C2C=CC=CC=2P(C2CCCCC2)C2CCCCC2)=C(C(C)C)C=1)C, predict the reaction product. The product is: [N:30]1([S:27]([C:24]2[CH:23]=[CH:22][C:21]([NH:13][C:9]3[N:8]=[C:7]([C:4]4[N:3]([CH:14]5[CH2:19][CH2:18][O:17][CH2:16][CH2:15]5)[C:2]([CH3:1])=[N:6][CH:5]=4)[CH:12]=[CH:11][N:10]=3)=[CH:26][CH:25]=2)(=[O:28])=[O:29])[CH2:31][CH2:32][CH2:33]1. (4) Given the reactants [NH2:1][C:2]1[N:7]=[CH:6][CH:5]=[CH:4][N:3]=1.[CH3:8][C:9]([N+:16]#[C-:17])([CH3:15])[CH2:10][C:11]([CH3:14])([CH3:13])[CH3:12].[NH:18]1[CH:22]=[CH:21][CH:20]=[C:19]1[CH:23]=O, predict the reaction product. The product is: [NH:18]1[CH:22]=[CH:21][CH:20]=[C:19]1[C:23]1[N:1]=[C:2]2[N:7]=[CH:6][CH:5]=[CH:4][N:3]2[C:17]=1[NH:16][C:9]([CH3:15])([CH3:8])[CH2:10][C:11]([CH3:14])([CH3:13])[CH3:12]. (5) Given the reactants C(CC[N:5]1[C:9]([CH:10]([CH2:22][C:23]2[N:24]=[CH:25][N:26]3[C:35]4[C:30](=[CH:31][CH:32]=[CH:33][CH:34]=4)[CH2:29][CH2:28][C:27]=23)[CH2:11][CH2:12][CH2:13][NH:14]C(=O)OC(C)(C)C)=[N:8][N:7]=[N:6]1)#N.[OH-].[Na+].O.Cl, predict the reaction product. The product is: [CH:25]1[N:26]2[C:35]3[C:30]([CH2:29][CH2:28][C:27]2=[C:23]([CH2:22][CH:10]([C:9]2[NH:5][N:6]=[N:7][N:8]=2)[CH2:11][CH2:12][CH2:13][NH2:14])[N:24]=1)=[CH:31][CH:32]=[CH:33][CH:34]=3. (6) Given the reactants OC(CCCCCCCO)CCCCCCCC(O)=O.O[CH:22]([CH:33]([OH:43])[CH2:34][CH2:35][CH2:36][CH2:37][CH2:38][CH2:39][CH2:40][CH2:41][OH:42])[CH2:23][CH2:24][CH2:25][CH2:26][CH2:27][CH2:28][CH2:29][C:30]([OH:32])=[O:31].OCCCCCCCCCCCCCCCCCCCCCC(O)=O.OCCCCCCCCC=CCCCCCCCC(O)=O.C(O)(=O)CCCCCCCCCCCCCCCCCCCCC(O)=O.C(O)(=O)CCCCCCCC=CCCCCCCCC(O)=O, predict the reaction product. The product is: [O:43]1[CH:33]([CH2:34][CH2:35][CH2:36][CH2:37][CH2:38][CH2:39][CH2:40][CH2:41][OH:42])[CH:22]1[CH2:23][CH2:24][CH2:25][CH2:26][CH2:27][CH2:28][CH2:29][C:30]([OH:32])=[O:31].